Dataset: Full USPTO retrosynthesis dataset with 1.9M reactions from patents (1976-2016). Task: Predict the reactants needed to synthesize the given product. (1) Given the product [CH2:24]([N:19]1[C:20]2[C@@:15]([CH3:27])([C@H:14]3[CH2:13][CH2:12][C@@:11]4([CH3:28])[C@@H:10]([CH2:9][CH:8]=[C:7]4[C:35]4[CH:36]=[N:31][CH:32]=[N:33][CH:34]=4)[C@@H:23]3[CH2:22][CH:21]=2)[CH2:16][CH2:17][C:18]1=[O:26])[CH3:25], predict the reactants needed to synthesize it. The reactants are: FC(F)(F)S(O[C:7]1[C@@:11]2([CH3:28])[CH2:12][CH2:13][C@H:14]3[C@H:23]([C@@H:10]2[CH2:9][CH:8]=1)[CH2:22][CH:21]=[C:20]1[C@:15]3([CH3:27])[CH2:16][CH2:17][C:18](=[O:26])[N:19]1[CH2:24][CH3:25])(=O)=O.[N:31]1[CH:36]=[C:35](B(O)O)[CH:34]=[N:33][CH:32]=1.C([O-])(=O)C.[Na+].O. (2) Given the product [C:24]([O:23][C:21]([N:19]([CH3:20])[C@@H:17]([CH3:18])[C:16]([NH:15][C@H:13]1[CH2:14][N:8]([C:6](=[O:7])[CH2:5][CH2:4][C:3]([OH:46])=[O:2])[C:9]2[CH:45]=[CH:44][CH:43]=[CH:42][C:10]=2[N:11]([CH2:30][C:31]2[C:40]3[C:35](=[CH:36][CH:37]=[CH:38][CH:39]=3)[CH:34]=[CH:33][C:32]=2[CH3:41])[C:12]1=[O:29])=[O:28])=[O:22])([CH3:27])([CH3:26])[CH3:25], predict the reactants needed to synthesize it. The reactants are: C[O:2][C:3](=[O:46])[CH2:4][CH2:5][C:6]([N:8]1[CH2:14][C@H:13]([NH:15][C:16](=[O:28])[C@@H:17]([N:19]([C:21]([O:23][C:24]([CH3:27])([CH3:26])[CH3:25])=[O:22])[CH3:20])[CH3:18])[C:12](=[O:29])[N:11]([CH2:30][C:31]2[C:40]3[C:35](=[CH:36][CH:37]=[CH:38][CH:39]=3)[CH:34]=[CH:33][C:32]=2[CH3:41])[C:10]2[CH:42]=[CH:43][CH:44]=[CH:45][C:9]1=2)=[O:7].[Li+].[OH-].C(O)(=O)CC(CC(O)=O)(C(O)=O)O. (3) Given the product [N:1]1([S:16]([C:11]2[CH:12]=[CH:13][CH:14]=[CH:15][C:10]=2[NH2:7])(=[O:18])=[O:17])[CH2:6][CH2:5][CH2:4][CH2:3][CH2:2]1, predict the reactants needed to synthesize it. The reactants are: [NH:1]1[CH2:6][CH2:5][CH2:4][CH2:3][CH2:2]1.[N+:7]([C:10]1[CH:15]=[CH:14][CH:13]=[CH:12][C:11]=1[S:16](Cl)(=[O:18])=[O:17])([O-])=O. (4) Given the product [O:39]=[S:2]1(=[O:1])[CH2:3][CH2:4][CH:5]([NH:8][S:9]([C:12]2[CH:13]=[CH:14][C:15]([C:18]3[CH:23]=[CH:22][N:21]=[C:20]4[N:24]([S:30]([C:33]5[CH:34]=[CH:35][CH:36]=[CH:37][CH:38]=5)(=[O:31])=[O:32])[C:25]([CH:27]([CH3:29])[CH3:28])=[CH:26][C:19]=34)=[CH:16][CH:17]=2)(=[O:11])=[O:10])[CH2:6][CH2:7]1, predict the reactants needed to synthesize it. The reactants are: [O:1]=[S:2]1(=[O:39])[CH2:7][CH2:6][CH:5]([NH:8][S:9]([C:12]2[CH:17]=[CH:16][C:15]([C:18]3[CH:23]=[CH:22][N:21]=[C:20]4[N:24]([S:30]([C:33]5[CH:38]=[CH:37][CH:36]=[CH:35][CH:34]=5)(=[O:32])=[O:31])[C:25]([C:27]([CH3:29])=[CH2:28])=[CH:26][C:19]=34)=[CH:14][CH:13]=2)(=[O:11])=[O:10])[CH2:4][CH2:3]1. (5) Given the product [OH:23][C:24]1[CH:6]=[C:5]([C:2]([F:1])([F:3])[F:4])[CH:13]=[CH:14][N:17]=1, predict the reactants needed to synthesize it. The reactants are: [F:1][C:2]([C:5]([CH2:13][CH2:14]C)=[C:6](OCC)OCC)([F:4])[F:3].[B].[N:17]#N.N.C1[CH2:24][O:23]CC1. (6) Given the product [Cl:15][C:16]1[CH:22]=[CH:21][C:19]([NH:20][C:7](=[O:8])[C:6]2[CH:10]=[CH:11][C:3]([O:2][CH3:1])=[CH:4][C:5]=2[N+:12]([O-:14])=[O:13])=[CH:18][CH:17]=1, predict the reactants needed to synthesize it. The reactants are: [CH3:1][O:2][C:3]1[CH:11]=[CH:10][C:6]([C:7](Cl)=[O:8])=[C:5]([N+:12]([O-:14])=[O:13])[CH:4]=1.[Cl:15][C:16]1[CH:22]=[CH:21][C:19]([NH2:20])=[CH:18][CH:17]=1. (7) Given the product [Cl:1][C:2]1[CH:3]=[CH:4][C:5]([C:8]2([C:11]3[C:20]([OH:21])=[C:19]([C:22]([OH:24])=[O:23])[C:18]4[C:13](=[CH:14][C:15]([CH2:16][CH3:25])=[CH:27][CH:17]=4)[N:12]=3)[CH2:9][CH2:10]2)=[CH:6][CH:7]=1, predict the reactants needed to synthesize it. The reactants are: [Cl:1][C:2]1[CH:7]=[CH:6][C:5]([C:8]2([C:11]3[C:20]([OH:21])=[C:19]([C:22]([OH:24])=[O:23])[C:18]4[C:13](=[C:14](C)[CH:15]=[C:16]([CH3:25])[CH:17]=4)[N:12]=3)[CH2:10][CH2:9]2)=[CH:4][CH:3]=1.[CH2:27](C1C=CC=C2C=1C(=O)C(=O)N2)C.C(OCC(C1(C2C=CC(Cl)=CC=2)CC1)=O)(=O)C.